Task: Predict which catalyst facilitates the given reaction.. Dataset: Catalyst prediction with 721,799 reactions and 888 catalyst types from USPTO (1) Reactant: [C:1]([O:5][C:6](=[O:22])[NH:7][C@@H:8]([CH2:14][C:15]1[CH:20]=[CH:19][C:18]([OH:21])=[CH:17][CH:16]=1)[C:9]([N:11]([CH3:13])[CH3:12])=[O:10])([CH3:4])([CH3:3])[CH3:2].C([O-])([O-])=O.[K+].[K+].[CH2:29](Br)[C:30]1[CH:35]=[CH:34][CH:33]=[CH:32][CH:31]=1.C([O-])(O)=O.[Na+]. Product: [C:1]([O:5][C:6](=[O:22])[NH:7][C@@H:8]([CH2:14][C:15]1[CH:20]=[CH:19][C:18]([O:21][CH2:29][C:30]2[CH:35]=[CH:34][CH:33]=[CH:32][CH:31]=2)=[CH:17][CH:16]=1)[C:9]([N:11]([CH3:12])[CH3:13])=[O:10])([CH3:4])([CH3:2])[CH3:3]. The catalyst class is: 3. (2) Reactant: [NH:1]1[C:5]2[CH:6]=[CH:7][CH:8]=[CH:9][C:4]=2[N:3]=[C:2]1[O:10][C:11]1[CH:16]=[CH:15][C:14]([C:17]2[N:18]([CH2:26][CH3:27])[N:19]=[C:20]3[CH:25]=[CH:24][CH:23]=[N:22][C:21]=23)=[CH:13][CH:12]=1.IC.[C:30](=O)([O-])[O-].[Cs+].[Cs+].CN(C=O)C. Product: [CH2:26]([N:18]1[C:17]([C:14]2[CH:15]=[CH:16][C:11]([O:10][C:2]3[N:1]([CH3:30])[C:5]4[CH:6]=[CH:7][CH:8]=[CH:9][C:4]=4[N:3]=3)=[CH:12][CH:13]=2)=[C:21]2[N:22]=[CH:23][CH:24]=[CH:25][C:20]2=[N:19]1)[CH3:27]. The catalyst class is: 6. (3) Reactant: [F:1][C:2]1[CH:22]=[CH:21][C:5]([CH2:6][N:7]2[CH2:12][CH2:11][N:10]3[C:13](=[O:19])[CH:14]=[C:15]([OH:18])[C:16]([OH:17])=[C:9]3[C:8]2=[O:20])=[CH:4][CH:3]=1.[I:23]Cl. Product: [F:1][C:2]1[CH:3]=[CH:4][C:5]([CH2:6][N:7]2[CH2:12][CH2:11][N:10]3[C:13](=[O:19])[C:14]([I:23])=[C:15]([OH:18])[C:16]([OH:17])=[C:9]3[C:8]2=[O:20])=[CH:21][CH:22]=1. The catalyst class is: 2. (4) Reactant: Cl.[CH2:2]1[C:11]2[C:6](=[CH:7][CH:8]=[CH:9][CH:10]=2)[CH2:5][CH:4]([C:12]([OH:14])=[O:13])[NH:3]1.[CH3:15][O:16][C:17]1[CH:22]=[CH:21][C:20]([S:23](Cl)(=[O:25])=[O:24])=[CH:19][CH:18]=1.C(N(CC)CC)C. Product: [CH3:15][O:16][C:17]1[CH:18]=[CH:19][C:20]([S:23]([N:3]2[CH:4]([C:12]([OH:14])=[O:13])[CH2:5][C:6]3[C:11](=[CH:10][CH:9]=[CH:8][CH:7]=3)[CH2:2]2)(=[O:25])=[O:24])=[CH:21][CH:22]=1. The catalyst class is: 4. (5) Reactant: Br[CH2:2][C:3]1[N:8]([C:9]2[CH:14]=[CH:13][CH:12]=[C:11]([C:15]([F:18])([F:17])[F:16])[CH:10]=2)[C:7](=[O:19])[NH:6][CH:5]([C:20]2[CH:25]=[CH:24][C:23]([C:26]#[N:27])=[CH:22][C:21]=2[S:28]([CH3:31])(=[O:30])=[O:29])[C:4]=1[C:32](OCC)=[O:33].[CH2:37]([NH2:39])[CH3:38]. Product: [CH2:37]([N:39]1[C:32](=[O:33])[C:4]2[CH:5]([C:20]3[CH:25]=[CH:24][C:23]([C:26]#[N:27])=[CH:22][C:21]=3[S:28]([CH3:31])(=[O:29])=[O:30])[NH:6][C:7](=[O:19])[N:8]([C:9]3[CH:14]=[CH:13][CH:12]=[C:11]([C:15]([F:17])([F:16])[F:18])[CH:10]=3)[C:3]=2[CH2:2]1)[CH3:38]. The catalyst class is: 10. (6) Reactant: [CH3:1][O:2][C:3](=[O:18])[C@H:4]([CH2:11][C:12]1[CH:17]=[CH:16][CH:15]=[CH:14][CH:13]=1)[NH:5][C:6](=[O:10])[C@H:7]([CH3:9])[NH2:8].C(N[C@H:27]([C:29]([OH:31])=O)[CH3:28])(OC(C)(C)C)=O.CO[C:34](=O)[C@H:35]([CH2:37][C:38]1C=C[CH:41]=[CH:40][CH:39]=1)N. Product: [CH3:1][O:2][C:3](=[O:18])[C@H:4]([CH2:11][C:12]1[CH:17]=[CH:16][CH:15]=[CH:14][CH:13]=1)[NH:5][C:6](=[O:10])[C@H:7]([CH3:9])[NH:8][C:29](=[O:31])[CH2:27][CH2:28][CH:34]=[CH:35][CH2:37][CH2:38][CH2:39][CH2:40][CH3:41]. The catalyst class is: 2. (7) Reactant: [CH:1]1[CH2:6][CH2:5][CH:4]=[CH:3][CH:2]=1.[Li]C(CC)C.CN(CCN(C)C)C.[CH3:20][C:21]([Si:24](Cl)([CH3:26])[CH3:25])([CH3:23])[CH3:22]. Product: [C:21]([Si:24]([CH:2]1[CH:1]=[CH:6][CH2:5][CH:4]=[CH:3]1)([CH3:26])[CH3:25])([CH3:23])([CH3:22])[CH3:20]. The catalyst class is: 1. (8) Reactant: [OH:1][C:2]1[CH:9]=[CH:8][C:7]([OH:10])=[CH:6][C:3]=1[CH:4]=[O:5].C1C(=O)N([Cl:18])C(=O)C1.OS([O-])=O.[Na+]. Product: [Cl:18][C:6]1[C:7]([OH:10])=[CH:8][CH:9]=[C:2]([OH:1])[C:3]=1[CH:4]=[O:5]. The catalyst class is: 23. (9) Reactant: [Br:1][C:2]1[S:3][C:4](Br)=[CH:5][C:6]=1[C:7]#[N:8].[CH:10]1([CH2:13][NH:14][CH2:15][CH2:16][CH3:17])[CH2:12][CH2:11]1.C(N(CC)CC)C. Product: [Br:1][C:2]1[S:3][C:4]([N:14]([CH2:13][CH:10]2[CH2:12][CH2:11]2)[CH2:15][CH2:16][CH3:17])=[CH:5][C:6]=1[C:7]#[N:8]. The catalyst class is: 6. (10) Reactant: [C:1](Cl)(=[O:8])[C:2]1[CH:7]=[CH:6][CH:5]=[CH:4][CH:3]=1.C(N(CC)CC)C.ClCCl.[CH2:20]([C@@:27]1([OH:50])[C@@:31]2([CH2:41][O:42][C@H:28]1[C@H:29]([C:43]1[CH:48]=[CH:47][CH:46]=[CH:45][C:44]=1[OH:49])[O:30]2)[CH2:32][O:33][CH2:34][C:35]1[CH:40]=[CH:39][CH:38]=[CH:37][CH:36]=1)[C:21]1[CH:26]=[CH:25][CH:24]=[CH:23][CH:22]=1. The catalyst class is: 6. Product: [C:1]([O:49][C:44]1[CH:45]=[CH:46][CH:47]=[CH:48][C:43]=1[C@@H:29]1[O:30][C@:31]2([CH2:32][O:33][CH2:34][C:35]3[CH:40]=[CH:39][CH:38]=[CH:37][CH:36]=3)[C@@:27]([CH2:20][C:21]3[CH:26]=[CH:25][CH:24]=[CH:23][CH:22]=3)([OH:50])[C@H:28]1[O:42][CH2:41]2)(=[O:8])[C:2]1[CH:7]=[CH:6][CH:5]=[CH:4][CH:3]=1.